Dataset: Catalyst prediction with 721,799 reactions and 888 catalyst types from USPTO. Task: Predict which catalyst facilitates the given reaction. (1) Reactant: [CH2:1]([N:8]([C:22]1[C:27]([Cl:28])=[CH:26][C:25]([C:29]([F:32])([F:31])[F:30])=[CH:24][N:23]=1)[S:9]([C:12]1[CH:21]=[CH:20][C:15]([C:16](OC)=[O:17])=[CH:14][CH:13]=1)(=[O:11])=[O:10])[C:2]1[CH:7]=[CH:6][CH:5]=[CH:4][CH:3]=1.[Li].[OH-].[Na+].[O-]S([O-])(=O)=O.[Mg+2]. Product: [CH2:1]([N:8]([C:22]1[C:27]([Cl:28])=[CH:26][C:25]([C:29]([F:31])([F:32])[F:30])=[CH:24][N:23]=1)[S:9]([C:12]1[CH:13]=[CH:14][C:15]([CH2:16][OH:17])=[CH:20][CH:21]=1)(=[O:11])=[O:10])[C:2]1[CH:3]=[CH:4][CH:5]=[CH:6][CH:7]=1. The catalyst class is: 249. (2) Reactant: [CH:1]([O:4][C:5]1[CH:28]=[CH:27][C:8]([C:9]([N:11]2[CH2:26][CH2:25][C:14]3([O:23][C:18]4=[N:19][CH:20]=[CH:21][CH:22]=[C:17]4[C:16](=[O:24])[CH2:15]3)[CH2:13][CH2:12]2)=[O:10])=[CH:7][C:6]=1[CH3:29])([CH3:3])[CH3:2].[BH4-].[Na+]. Product: [OH:24][CH:16]1[C:17]2[C:18](=[N:19][CH:20]=[CH:21][CH:22]=2)[O:23][C:14]2([CH2:25][CH2:26][N:11]([C:9]([C:8]3[CH:27]=[CH:28][C:5]([O:4][CH:1]([CH3:2])[CH3:3])=[C:6]([CH3:29])[CH:7]=3)=[O:10])[CH2:12][CH2:13]2)[CH2:15]1. The catalyst class is: 5. (3) Reactant: [C:1](OC)(=[O:4])[CH:2]=[CH2:3].[F:7][C:8]1[CH:13]=[CH:12][C:11]([CH2:14][C:15]#[N:16])=[CH:10][CH:9]=1.C[O-:18].[Na+].Cl.[CH2:21]1[CH2:25][O:24][CH2:23][CH2:22]1. Product: [CH3:23][O:24][C:25]([CH:21]1[CH2:22][C:14]([C:15]#[N:16])([C:11]2[CH:12]=[CH:13][C:8]([F:7])=[CH:9][CH:10]=2)[CH2:3][CH2:2][C:1]1=[O:4])=[O:18]. The catalyst class is: 5.